Dataset: Catalyst prediction with 721,799 reactions and 888 catalyst types from USPTO. Task: Predict which catalyst facilitates the given reaction. Reactant: C([O:4][C@H:5]1[C@@H:9]([O:10]C(=O)C)[C@H:8]([N:14]2[CH:22]=[N:21][C:20]3[C:15]2=[N:16][C:17]([CH2:38][NH:39][C:40]([NH:42][CH2:43][CH2:44][N:45]2[CH2:50][CH2:49][CH2:48][CH2:47][CH2:46]2)=[O:41])=[N:18][C:19]=3[NH:23][CH2:24][CH:25]([C:32]2[CH:37]=[CH:36][CH:35]=[CH:34][CH:33]=2)[C:26]2[CH:31]=[CH:30][CH:29]=[CH:28][CH:27]=2)[O:7][C@@H:6]1[CH2:51][O:52]C(=O)C)(=O)C.N. Product: [NH3:14].[OH:10][C@@H:9]1[C@H:5]([OH:4])[C@@H:6]([CH2:51][OH:52])[O:7][C@H:8]1[N:14]1[CH:22]=[N:21][C:20]2[C:15]1=[N:16][C:17]([CH2:38][NH:39][C:40]([NH:42][CH2:43][CH2:44][N:45]1[CH2:50][CH2:49][CH2:48][CH2:47][CH2:46]1)=[O:41])=[N:18][C:19]=2[NH:23][CH2:24][CH:25]([C:32]1[CH:37]=[CH:36][CH:35]=[CH:34][CH:33]=1)[C:26]1[CH:27]=[CH:28][CH:29]=[CH:30][CH:31]=1. The catalyst class is: 5.